Dataset: Experimentally validated miRNA-target interactions with 360,000+ pairs, plus equal number of negative samples. Task: Binary Classification. Given a miRNA mature sequence and a target amino acid sequence, predict their likelihood of interaction. (1) The miRNA is hsa-miR-6754-3p with sequence UCUUCACCUGCCUCUGCCUGCA. The protein sequence of the target gene is MAFDTHHVKKRNFSNSIDLPRKRISNFTSKNMKEVKRSPKQLAAYISRTVAQAVKSPEKLRKVLYHRKLVRRSFPNPCYKTKQSPKSGGCDMANKENELACAGHLPENLRHDSRTFVINTSDSGSSQTESPSSKYSGFFSEVSQDHETMAQVLFSRNLRLNVALTFWRKRSISELVAYLVRIEDLGVVVDCLPVLTNSLQEEKQYISLGCCVDLLPLVKSLLQSRFEEYVIVGLNWLQAVIKRWWSELSSTSEIISDGNIKILKQQLSGLWEQESHLTLVPGYTGNIAKDVDAYLLQLH. Result: 0 (no interaction). (2) The miRNA is rno-miR-450a-5p with sequence UUUUGCGAUGUGUUCCUAAUGU. The protein sequence of the target gene is MQTPRASPPRPALLLLLLLLGGAHGLFPEEPPPLSVAPRDYLNHYPVFVGSGPGRLTPAEGADDLNIQRVLRVNRTLFIGDRDNLYRVELEPPTSTELRYQRKLTWRSNPSDINVCRMKGKQEGECRNFVKVLLLRDESTLFVCGSNAFNPVCANYSIDTLQPVGDNISGMARCPYDPKHANVALFSDGMLFTATVTDFLAIDAVIYRSLGDRPTLRTVKHDSKWFKEPYFVHAVEWGSHVYFFFREIAMEFNYLEKVVVSRVARVCKNDVGGSPRVLEKQWTSFLKARLNCSVPGDSHF.... Result: 0 (no interaction). (3) The miRNA is hsa-miR-548f-3p with sequence AAAAACUGUAAUUACUUUU. Result: 1 (interaction). The protein sequence of the target gene is MEAEVDKLELMFQKAESDLDYIQYRLEYEIKTNHPDSASEKNPVTLLKELSVIKSRYQTLYARFKPVAVEQKESKSRICATVKKTMNMIQKLQKQTDLELSPLTKEEKTAAEQFKFHMPDL. (4) The miRNA is hsa-miR-502-5p with sequence AUCCUUGCUAUCUGGGUGCUA. The protein sequence of the target gene is MAAGVAAWLPFARAAAIGWMPVANCPMPLAPADKNKRQDELIVLNVSGRRFQTWRTTLERYPDTLLGSTEKEFFFNEDTKEYFFDRDPEVFRCVLNFYRTGKLHYPRYECISAYDDELAFYGILPEIIGDCCYEEYKDRKRENAERLMDDNDSENNQESMPSLSFRQTMWRAFENPHTSTLALVFYYVTGFFIAVSVITNVVETVPCGTVPGSKELPCGERYSVAFFCLDTACVMIFTVEYLLRLFAAPSRYRFIRSVMSIIDVVAIMPYYIGLVMTNNEDVSGAFVTLRVFRVFRIFKF.... Result: 0 (no interaction).